This data is from Forward reaction prediction with 1.9M reactions from USPTO patents (1976-2016). The task is: Predict the product of the given reaction. (1) Given the reactants [CH3:1][N:2]1[C:7]([C:8]2[CH:13]=[CH:12][CH:11]=[CH:10][CH:9]=2)=[CH:6][S:5][CH2:4][C:3]1=O.COC1C=CC(P2(SP(C3C=CC(OC)=CC=3)(=S)S2)=[S:24])=CC=1, predict the reaction product. The product is: [CH3:1][N:2]1[C:7]([C:8]2[CH:13]=[CH:12][CH:11]=[CH:10][CH:9]=2)=[CH:6][S:5][CH2:4][C:3]1=[S:24]. (2) Given the reactants [CH3:1][O:2][C:3]1[CH:4]=[C:5]2[C:10](=[CH:11][C:12]=1[O:13][CH3:14])[CH2:9][N:8]([C:15](Cl)=[O:16])[CH2:7][CH2:6]2.[OH:18][CH2:19][CH2:20][CH2:21][CH2:22][NH:23]C(=O)C1C=CC=CC=1, predict the reaction product. The product is: [OH:18][CH2:19][CH2:20][CH2:21][CH2:22][NH:23][C:15]([N:8]1[CH2:7][CH2:6][C:5]2[C:10](=[CH:11][C:12]([O:13][CH3:14])=[C:3]([O:2][CH3:1])[CH:4]=2)[CH2:9]1)=[O:16]. (3) The product is: [Cl:18][CH2:17][CH2:16][CH2:15][CH2:14][N:5]1[C:6]2[C:11](=[CH:10][CH:9]=[CH:8][CH:7]=2)[C:2]([OH:1])=[CH:3][C:4]1=[O:12]. Given the reactants [OH:1][C:2]1[C:11]2[C:6](=[CH:7][CH:8]=[CH:9][CH:10]=2)[NH:5][C:4](=[O:12])[CH:3]=1.Br[CH2:14][CH2:15][CH2:16][CH2:17][Cl:18], predict the reaction product. (4) Given the reactants [Si]([O:18][CH:19]1[CH2:22][N:21]([S:23]([NH:26][C:27]2[CH:32]=[C:31]([O:33][CH3:34])[N:30]=[C:29]([S:35][CH2:36][C:37]3[CH:42]=[CH:41][CH:40]=[C:39]([F:43])[C:38]=3[F:44])[N:28]=2)(=[O:25])=[O:24])[CH2:20]1)(C(C)(C)C)(C1C=CC=CC=1)C1C=CC=CC=1.[F-].C([N+](CCCC)(CCCC)CCCC)CCC, predict the reaction product. The product is: [F:44][C:38]1[C:39]([F:43])=[CH:40][CH:41]=[CH:42][C:37]=1[CH2:36][S:35][C:29]1[N:28]=[C:27]([NH:26][S:23]([N:21]2[CH2:20][CH:19]([OH:18])[CH2:22]2)(=[O:25])=[O:24])[CH:32]=[C:31]([O:33][CH3:34])[N:30]=1. (5) Given the reactants [C:1]([O:4][C:5]1[CH:6]=[C:7]([NH:13][C:14]([S:18][CH3:19])=[CH:15][C:16]#[N:17])[CH:8]=[CH:9][C:10]=1[O:11][CH3:12])(=[O:3])[CH3:2].P(Cl)(Cl)(Cl)=O.CN(C)[C:27](=O)[CH3:28].C(=O)([O-])[O-].[K+].[K+], predict the reaction product. The product is: [C:1]([O:4][C:5]1[CH:6]=[C:7]2[C:8]([C:27]([CH3:28])=[C:15]([C:16]#[N:17])[C:14]([S:18][CH3:19])=[N:13]2)=[CH:9][C:10]=1[O:11][CH3:12])(=[O:3])[CH3:2].